Dataset: Reaction yield outcomes from USPTO patents with 853,638 reactions. Task: Predict the reaction yield, written as a fraction of the theoretical maximum amount of product (1.0 means a 100% yield; for example, 0.34 means a 34% yield). (1) The reactants are [Cl:1][C:2]1[CH:7]=[CH:6][C:5]([CH2:8][NH:9][C:10](=[O:26])[C:11]2[C:16]([CH:17]=[CH2:18])=[CH:15][C:14]([N:19]3[CH2:24][CH2:23][O:22][CH2:21][CH2:20]3)=[CH:13][C:12]=2[CH3:25])=[CH:4][CH:3]=1. The catalyst is C(OCC)(=O)C. The product is [Cl:1][C:2]1[CH:7]=[CH:6][C:5]([CH2:8][NH:9][C:10](=[O:26])[C:11]2[C:12]([CH3:25])=[CH:13][C:14]([N:19]3[CH2:20][CH2:21][O:22][CH2:23][CH2:24]3)=[CH:15][C:16]=2[CH2:17][CH3:18])=[CH:4][CH:3]=1. The yield is 0.590. (2) The reactants are [CH3:1][O:2][C:3]1[CH:4]=[C:5]([C:9](=O)[CH2:10][C:11]2[CH:16]=[CH:15][CH:14]=[CH:13][CH:12]=2)[CH:6]=[CH:7][CH:8]=1.[CH2:18]([O:20][C:21]1[CH:22]=[C:23]([CH:26]=[C:27]([N+:30]([O-:32])=[O:31])[C:28]=1[OH:29])[CH:24]=O)[CH3:19].[NH2:33][C:34]([NH2:36])=[O:35].Cl. The catalyst is CCO. The product is [CH2:18]([O:20][C:21]1[CH:22]=[C:23]([CH:24]2[C:10]([C:11]3[CH:16]=[CH:15][CH:14]=[CH:13][CH:12]=3)=[C:9]([C:5]3[CH:6]=[CH:7][CH:8]=[C:3]([O:2][CH3:1])[CH:4]=3)[NH:36][C:34](=[O:35])[NH:33]2)[CH:26]=[C:27]([N+:30]([O-:32])=[O:31])[C:28]=1[OH:29])[CH3:19]. The yield is 0.210. (3) The reactants are [Cl:1][C:2]1[CH:3]=[C:4]2[C:8](=[CH:9][CH:10]=1)[N:7]([C:11]1[N:15]([CH3:16])[N:14]=[C:13]([CH3:17])[C:12]=1/[CH:18]=[CH:19]/[C:20]([OH:22])=O)[CH:6]=[CH:5]2.CC1C=CC=C([N+]([O-])=O)C=1C(OC(=O)C1C([N+]([O-])=O)=CC=CC=1C)=O.[S:48](=[O:56])(=[O:55])([O:50][CH2:51][CH2:52][CH2:53][CH3:54])[NH2:49].[Cl-].[NH4+]. The catalyst is CN(C)C1C=CN=CC=1.C(#N)C.C(N(CC)CC)C. The product is [Cl:1][C:2]1[CH:3]=[C:4]2[C:8](=[CH:9][CH:10]=1)[N:7]([C:11]1[N:15]([CH3:16])[N:14]=[C:13]([CH3:17])[C:12]=1/[CH:18]=[CH:19]/[C:20]([NH:49][S:48](=[O:56])(=[O:55])[O:50][CH2:51][CH2:52][CH2:53][CH3:54])=[O:22])[CH:6]=[CH:5]2. The yield is 0.380. (4) The reactants are [C:1]([Si:5]([CH3:20])([CH3:19])[O:6][C:7]1[CH:15]=[C:14]2[C:10]([CH:11]=[C:12](B(O)O)[NH:13]2)=[CH:9][CH:8]=1)([CH3:4])([CH3:3])[CH3:2].[C:21]([O:25][C:26]([N:28]1[C:32]2[CH:33]=[C:34]([C:36]([CH3:44])([CH3:43])[O:37][SiH2:38][C:39]([CH3:42])([CH3:41])[CH3:40])[S:35][C:31]=2[C:30](I)=[N:29]1)=[O:27])([CH3:24])([CH3:23])[CH3:22].[C:46](=[O:49])([O-])[O-:47].[Cs+].[Cs+]. The catalyst is O1CCOCC1.C1C=CC(P(C2C=CC=CC=2)[C-]2C=CC=C2)=CC=1.C1C=CC(P(C2C=CC=CC=2)[C-]2C=CC=C2)=CC=1.Cl[Pd]Cl.[Fe+2]. The product is [C:1]([O:47][C:46]([N:13]1[C:14]2[C:10](=[CH:9][CH:8]=[C:7]([O:6][Si:5]([C:1]([CH3:4])([CH3:3])[CH3:2])([CH3:20])[CH3:19])[CH:15]=2)[CH:11]=[C:12]1[C:30]1[C:31]2[S:35][C:34]([C:36]([CH3:44])([CH3:43])[O:37][SiH2:38][C:39]([CH3:42])([CH3:41])[CH3:40])=[CH:33][C:32]=2[N:28]([C:26]([O:25][C:21]([CH3:24])([CH3:23])[CH3:22])=[O:27])[N:29]=1)=[O:49])([CH3:4])([CH3:3])[CH3:2]. The yield is 0.760. (5) The reactants are [F:1][C:2]1[CH:7]=[CH:6][C:5]([CH:8]2[CH2:13][CH:12]([C:14]([O:16]C)=[O:15])[CH2:11][CH2:10][N:9]2[C:18]([O:20][CH3:21])=[O:19])=[CH:4][CH:3]=1.[Br-].[Li+].C(N(CC)CC)C.CC(OC)(C)C. The catalyst is C(#N)C.O. The product is [F:1][C:2]1[CH:7]=[CH:6][C:5]([CH:8]2[CH2:13][CH:12]([C:14]([OH:16])=[O:15])[CH2:11][CH2:10][N:9]2[C:18]([O:20][CH3:21])=[O:19])=[CH:4][CH:3]=1. The yield is 0.980. (6) The reactants are [Cl:1][C:2]1[CH:3]=[CH:4][C:5](I)=[C:6]([CH:11]=1)[C:7]([O:9][CH3:10])=[O:8].[CH3:13]/[C:14](=[CH:17]\[Sn](CCCC)(CCCC)CCCC)/[CH2:15][OH:16].O1C=CC=C1P(C1OC=CC=1)C1OC=CC=1. The catalyst is C1COCC1.C1C=CC(/C=C/C(/C=C/C2C=CC=CC=2)=O)=CC=1.C1C=CC(/C=C/C(/C=C/C2C=CC=CC=2)=O)=CC=1.[Pd]. The product is [Cl:1][C:2]1[CH:3]=[CH:4][C:5]([CH2:13]/[C:14](/[CH3:17])=[CH:15]/[OH:16])=[C:6]([C:7]([O:9][CH3:10])=[O:8])[CH:11]=1. The yield is 0.470. (7) The reactants are [CH2:1]([N:3](C(C)C)C(C)C)[CH3:2].[O:10]=[C:11]([S:24][CH2:25][CH2:26][C:27]1[CH:32]=[CH:31][CH:30]=[CH:29][CH:28]=1)[CH2:12][C@H:13]([NH:17][C:18](=[O:23])[CH2:19][CH2:20][CH:21]=[CH2:22])[C:14]([OH:16])=[O:15].[Cl-].[NH4+]. The catalyst is BrCC#N. The product is [O:10]=[C:11]([S:24][CH2:25][CH2:26][C:27]1[CH:28]=[CH:29][CH:30]=[CH:31][CH:32]=1)[CH2:12][C@H:13]([NH:17][C:18](=[O:23])[CH2:19][CH2:20][CH:21]=[CH2:22])[C:14]([O:16][CH2:2][C:1]#[N:3])=[O:15]. The yield is 0.880.